From a dataset of Reaction yield outcomes from USPTO patents with 853,638 reactions. Predict the reaction yield, written as a fraction of the theoretical maximum amount of product (1.0 means a 100% yield; for example, 0.34 means a 34% yield). (1) The reactants are [C:1](=[O:4])([OH:3])[NH2:2].FC(F)(F)S([C:10]1([OH:30])[C:23]2[O:24][C@@H:20]3[C@@:21]45[CH2:25][CH2:26][N:27]([CH3:28])[C@@H:15]([C@@H:16]4[CH:17]=[CH:18][C@@H:19]3[OH:29])[CH2:14][C:13]([C:22]5=2)=[CH:12][CH2:11]1)(=O)=O.C(N(CC)CC)C.B.OC(C(O)(C)C)(C)C. The catalyst is ClCCCl. The product is [C:1](=[O:3])([OH:4])[NH2:2].[CH:12]1[C:13]2[CH2:14][C@H:15]3[N:27]([CH2:26][CH2:25][C@@:21]45[C@H:16]3[CH:17]=[CH:18][C@H:19]([OH:29])[C@@H:20]4[O:24][C:23]([C:22]=25)=[C:10]([OH:30])[CH:11]=1)[CH3:28]. The yield is 0.940. (2) The reactants are [NH2:1][C:2]1[N:7]=[CH:6][N:5]=[C:4]2[N:8]([C@H:33]3[CH2:38][CH2:37][C@H:36]([N:39]4[CH2:44][CH2:43][N:42]([CH3:45])[CH2:41][CH2:40]4)[CH2:35][CH2:34]3)[N:9]=[C:10]([C:11]3[CH:16]=[CH:15][C:14]([NH:17][C:18](=[O:30])[C:19]4[CH:24]=[CH:23][C:22]([O:25][C:26]([F:29])([F:28])[F:27])=[CH:21][CH:20]=4)=[C:13]([O:31][CH3:32])[CH:12]=3)[C:3]=12.[C:46]([OH:53])(=[O:52])/[CH:47]=[CH:48]\[C:49]([OH:51])=[O:50]. The catalyst is C(OCC)(=O)C. The product is [C:46]([OH:53])(=[O:52])/[CH:47]=[CH:48]\[C:49]([OH:51])=[O:50].[C:46]([OH:53])(=[O:52])/[CH:47]=[CH:48]\[C:49]([OH:51])=[O:50].[NH2:1][C:2]1[N:7]=[CH:6][N:5]=[C:4]2[N:8]([C@H:33]3[CH2:34][CH2:35][C@H:36]([N:39]4[CH2:40][CH2:41][N:42]([CH3:45])[CH2:43][CH2:44]4)[CH2:37][CH2:38]3)[N:9]=[C:10]([C:11]3[CH:16]=[CH:15][C:14]([NH:17][C:18](=[O:30])[C:19]4[CH:24]=[CH:23][C:22]([O:25][C:26]([F:27])([F:29])[F:28])=[CH:21][CH:20]=4)=[C:13]([O:31][CH3:32])[CH:12]=3)[C:3]=12. The yield is 0.960. (3) The reactants are [CH3:1][C:2]1[N:7]=[CH:6][C:5](N)=[CH:4][CH:3]=1.[ClH:9].N([O-])=O.[Na+].[S:14]([O-:17])(O)=[O:15].[Na+]. The catalyst is O.S([O-])([O-])(=O)=O.[Cu+2]. The product is [CH3:1][C:2]1[N:7]=[CH:6][C:5]([S:14]([Cl:9])(=[O:17])=[O:15])=[CH:4][CH:3]=1. The yield is 0.150. (4) The reactants are Cl[C:2]1[C:3]2[N:4]([CH:18]=[CH:19][N:20]=2)[CH:5]=[C:6]([C:10]2[CH:15]=[CH:14][C:13]([Cl:16])=[CH:12][C:11]=2[Cl:17])[C:7]=1[C:8]#[N:9].[CH2:21]([NH2:25])[CH:22]([CH3:24])[CH3:23]. The catalyst is CCOC(C)=O. The product is [Cl:17][C:11]1[CH:12]=[C:13]([Cl:16])[CH:14]=[CH:15][C:10]=1[C:6]1[C:7]([C:8]#[N:9])=[C:2]([NH:25][CH2:21][CH:22]([CH3:24])[CH3:23])[C:3]2[N:4]([CH:18]=[CH:19][N:20]=2)[CH:5]=1. The yield is 0.850. (5) The reactants are [CH3:1][C:2]1([CH3:20])[C:10]2[C:5](=[CH:6][CH:7]=[C:8](OS(C(F)(F)F)(=O)=O)[CH:9]=2)[C:4](=[O:19])[O:3]1.[CH2:21]([O:24][CH:25]1[CH2:30][CH2:29][CH2:28][CH2:27][O:26]1)[C:22]#[CH:23].C(N(CC)CC)C.CO. The catalyst is CN(C=O)C.[Cu]I.C1C=CC([P]([Pd]([P](C2C=CC=CC=2)(C2C=CC=CC=2)C2C=CC=CC=2)([P](C2C=CC=CC=2)(C2C=CC=CC=2)C2C=CC=CC=2)[P](C2C=CC=CC=2)(C2C=CC=CC=2)C2C=CC=CC=2)(C2C=CC=CC=2)C2C=CC=CC=2)=CC=1.O. The product is [CH3:1][C:2]1([CH3:20])[C:10]2[C:5](=[CH:6][CH:7]=[C:8]([C:23]#[C:22][CH2:21][O:24][CH:25]3[CH2:30][CH2:29][CH2:28][CH2:27][O:26]3)[CH:9]=2)[C:4](=[O:19])[O:3]1. The yield is 0.940.